From a dataset of M1 muscarinic receptor antagonist screen with 61,756 compounds. Binary Classification. Given a drug SMILES string, predict its activity (active/inactive) in a high-throughput screening assay against a specified biological target. (1) The drug is S(=O)(=O)(N1CN(CC1)C(=O)CN1CCOCC1)c1ccc(cc1)C. The result is 0 (inactive). (2) The drug is O(CCn1nc(cc1C)C)c1nonc1N. The result is 0 (inactive). (3) The result is 0 (inactive). The drug is Clc1ccc(c2nc(sc2)N2CCN(CC2)CC(=O)NCc2occc2)cc1. (4) The drug is S1C(c2ccccc2)=C/C(C1=O)=C/NC. The result is 0 (inactive).